Dataset: Full USPTO retrosynthesis dataset with 1.9M reactions from patents (1976-2016). Task: Predict the reactants needed to synthesize the given product. (1) Given the product [ClH:31].[F:1][C:2]1[CH:3]=[CH:4][C:5]2[O:11][CH2:10][CH:9]3[CH2:12][NH:13][CH2:14][CH2:15][N:8]3[C:7](=[O:23])[C:6]=2[CH:24]=1, predict the reactants needed to synthesize it. The reactants are: [F:1][C:2]1[CH:3]=[CH:4][C:5]2[O:11][CH2:10][CH:9]3[CH2:12][N:13](C(OC(C)(C)C)=O)[CH2:14][CH2:15][N:8]3[C:7](=[O:23])[C:6]=2[CH:24]=1.C(OCC)(=O)C.[ClH:31]. (2) Given the product [CH2:1]([N:3]([CH2:31][C:32]1[CH:37]=[CH:36][C:35]([O:38][CH2:42][CH2:43][N:45]([CH2:47][CH3:48])[CH3:46])=[C:34]([F:39])[CH:33]=1)[C:4]1[CH:9]=[C:8]([O:10][CH3:11])[C:7]([O:12][CH3:13])=[CH:6][C:5]=1[C@@H:14]1[CH2:23][CH2:22][C:21]2[CH:20]=[C:19]([OH:24])[CH:18]=[CH:17][C:16]=2[CH2:15]1)[CH3:2], predict the reactants needed to synthesize it. The reactants are: [CH2:1]([N:3]([C:31](=O)[C:32]1[CH:37]=[CH:36][C:35]([OH:38])=[C:34]([F:39])[CH:33]=1)[C:4]1[CH:9]=[C:8]([O:10][CH3:11])[C:7]([O:12][CH3:13])=[CH:6][C:5]=1[C@@H:14]1[CH2:23][CH2:22][C:21]2[CH:20]=[C:19]([O:24]C(=O)C(C)(C)C)[CH:18]=[CH:17][C:16]=2[CH2:15]1)[CH3:2].Cl[CH2:42][C:43]([N:45]([CH2:47][CH3:48])[CH3:46])=O. (3) Given the product [NH2:14][CH2:13][C:12]1[CH:15]=[CH:16][C:9]([NH:1][C:2]2[CH:7]=[CH:6][CH:5]=[CH:4][CH:3]=2)=[CH:10][CH:11]=1, predict the reactants needed to synthesize it. The reactants are: [NH2:1][C:2]1[CH:7]=[CH:6][CH:5]=[CH:4][CH:3]=1.F[C:9]1[CH:16]=[CH:15][C:12]([C:13]#[N:14])=[CH:11][CH:10]=1.